Dataset: Full USPTO retrosynthesis dataset with 1.9M reactions from patents (1976-2016). Task: Predict the reactants needed to synthesize the given product. (1) Given the product [C:38]([O:37][C:35](=[O:36])[CH2:34][N:24]([CH2:25][C:26]1[CH:31]=[C:30]([F:32])[CH:29]=[CH:28][C:27]=1[F:33])[CH2:23][C@@H:9]1[CH2:10][C@@H:11]([S:13][CH2:14][C:15]2[CH:20]=[CH:19][C:18]([O:21][CH3:22])=[CH:17][CH:16]=2)[CH2:12][NH:8]1)([CH3:41])([CH3:39])[CH3:40], predict the reactants needed to synthesize it. The reactants are: C(OC([N:8]1[CH2:12][C@H:11]([S:13][CH2:14][C:15]2[CH:20]=[CH:19][C:18]([O:21][CH3:22])=[CH:17][CH:16]=2)[CH2:10][C@H:9]1[CH2:23][N:24]([CH2:34][C:35]([O:37][C:38]([CH3:41])([CH3:40])[CH3:39])=[O:36])[CH2:25][C:26]1[CH:31]=[C:30]([F:32])[CH:29]=[CH:28][C:27]=1[F:33])=O)(C)(C)C.Cl. (2) Given the product [Cl:17][C:14]1[CH:15]=[C:16]2[NH:8][C:9](=[O:32])[C:10]3([CH:18]([CH2:19][C:20]([CH3:30])([CH3:31])[CH2:21][OH:22])[CH2:42][NH:41][CH:40]3[C:36]3[CH:37]=[CH:38][CH:39]=[C:34]([Cl:33])[C:35]=3[F:47])[C:11]2=[CH:12][CH:13]=1, predict the reactants needed to synthesize it. The reactants are: C(OC([N:8]1[C:16]2[C:11](=[CH:12][CH:13]=[C:14]([Cl:17])[CH:15]=2)/[C:10](=[CH:18]/[CH2:19][C:20]([CH3:31])([CH3:30])[CH2:21][O:22][Si](C(C)(C)C)(C)C)/[C:9]1=[O:32])=O)(C)(C)C.[Cl:33][C:34]1[C:35]([F:47])=[C:36](/[CH:40]=[N:41]/[CH2:42][Si](C)(C)C)[CH:37]=[CH:38][CH:39]=1.C(O)(=O)C.O.